Dataset: Catalyst prediction with 721,799 reactions and 888 catalyst types from USPTO. Task: Predict which catalyst facilitates the given reaction. (1) Reactant: [OH:1][C:2]1[CH:7]=[C:6]([CH3:8])[C:5]([C:9]2[CH:14]=[CH:13][CH:12]=[C:11]([CH2:15][O:16][C:17]3[CH:22]=[CH:21][C:20]([C:23]4([CH2:27][C:28]([O:30][CH2:31][CH3:32])=[O:29])[CH2:26][O:25][CH2:24]4)=[CH:19][CH:18]=3)[CH:10]=2)=[C:4]([CH3:33])[CH:3]=1.CC1C=CC(S(O[CH2:45][CH:46]2[CH2:50][CH2:49][O:48][CH2:47]2)(=O)=O)=CC=1.C(=O)([O-])[O-].[Cs+].[Cs+]. Product: [CH3:8][C:6]1[CH:7]=[C:2]([O:1][CH2:45][CH:46]2[CH2:50][CH2:49][O:48][CH2:47]2)[CH:3]=[C:4]([CH3:33])[C:5]=1[C:9]1[CH:14]=[CH:13][CH:12]=[C:11]([CH2:15][O:16][C:17]2[CH:22]=[CH:21][C:20]([C:23]3([CH2:27][C:28]([O:30][CH2:31][CH3:32])=[O:29])[CH2:24][O:25][CH2:26]3)=[CH:19][CH:18]=2)[CH:10]=1. The catalyst class is: 3. (2) Reactant: [CH3:1][N:2]([CH3:11])[C:3]1[CH:10]=[CH:9][C:6]([C:7]#[N:8])=[CH:5][N:4]=1.[NH2:12][OH:13]. Product: [CH3:1][N:2]([CH3:11])[C:3]1[CH:10]=[CH:9][C:6]([C:7]([NH:12][OH:13])=[NH:8])=[CH:5][N:4]=1. The catalyst class is: 8. (3) Reactant: [Cl:1][C:2]1[N:3]=[CH:4][C:5]2[CH:10]=[C:9]([C:11]([OH:13])=[O:12])[N:8]([CH:14]([CH2:17][CH3:18])[CH2:15][CH3:16])[C:6]=2[N:7]=1.[CH3:19][Si](C=[N+]=[N-])(C)C. Product: [CH3:19][O:12][C:11]([C:9]1[N:8]([CH:14]([CH2:17][CH3:18])[CH2:15][CH3:16])[C:6]2[N:7]=[C:2]([Cl:1])[N:3]=[CH:4][C:5]=2[CH:10]=1)=[O:13]. The catalyst class is: 5. (4) Reactant: [Si]([O:8][CH2:9][C:10]([CH3:44])([CH3:43])[CH:11]=[C:12]([C:41]#[N:42])[C:13]([N:15]1[CH2:19][CH2:18][CH2:17][C@@H:16]1[CH2:20][N:21]1[C:25]2[CH:26]=[CH:27][CH:28]=[CH:29][C:24]=2[N:23]=[C:22]1[NH:30][C:31]([C:33]1[S:34][C:35]([CH:38]([F:40])[F:39])=[CH:36][CH:37]=1)=[O:32])=[O:14])(C(C)(C)C)(C)C.Cl. Product: [C:41]([C:12](=[CH:11][C:10]([CH3:44])([CH3:43])[CH2:9][OH:8])[C:13]([N:15]1[CH2:19][CH2:18][CH2:17][C@@H:16]1[CH2:20][N:21]1[C:25]2[CH:26]=[CH:27][CH:28]=[CH:29][C:24]=2[N:23]=[C:22]1[NH:30][C:31]([C:33]1[S:34][C:35]([CH:38]([F:40])[F:39])=[CH:36][CH:37]=1)=[O:32])=[O:14])#[N:42]. The catalyst class is: 71. (5) Reactant: [N+:1]([C:4]1[CH:9]=[CH:8][C:7]([NH:10][NH2:11])=[CH:6][CH:5]=1)([O-:3])=[O:2].C([O:14][C:15](=[O:19])[C:16](=O)[CH3:17])C. Product: [N+:1]([C:4]1[CH:5]=[CH:6][C:7]([NH:10][N:11]=[C:16]([CH3:17])[C:15]([OH:19])=[O:14])=[CH:8][CH:9]=1)([O-:3])=[O:2]. The catalyst class is: 6. (6) Reactant: [CH2:1]([C@@H:8]([C@@H:22]([OH:51])[CH2:23][C@H:24]([CH2:38][C:39]1[CH:44]=[CH:43][C:42]([C:45]2[CH:50]=[CH:49][CH:48]=[CH:47][N:46]=2)=[CH:41][CH:40]=1)[NH:25][C:26](=[O:37])[C@H:27]([C:33]([CH3:36])([CH3:35])[CH3:34])[NH:28][C:29](=[O:32])[O:30][CH3:31])[NH:9][C:10](=[O:21])[C@@H:11]([NH:16][C:17](=[O:20])[O:18][CH3:19])[C:12]([CH3:15])([CH3:14])[CH3:13])[C:2]1[CH:7]=[CH:6][CH:5]=[CH:4][CH:3]=1.[CH2:52]([S:54][CH2:55][CH3:56])[CH3:53].C(OOC(=O)C1C=CC=CC=1)(=O)C1C=CC=CC=1. Product: [CH2:1]([C@H:8]([NH:9][C:10]([C@@H:11]([NH:16][C:17](=[O:20])[O:18][CH3:19])[C:12]([CH3:13])([CH3:14])[CH3:15])=[O:21])[C@@H:22]([O:51][CH:52]([S:54][CH2:55][CH3:56])[CH3:53])[CH2:23][C@@H:24]([NH:25][C:26](=[O:37])[C@H:27]([C:33]([CH3:36])([CH3:35])[CH3:34])[NH:28][C:29]([O:30][CH3:31])=[O:32])[CH2:38][C:39]1[CH:44]=[CH:43][C:42]([C:45]2[CH:50]=[CH:49][CH:48]=[CH:47][N:46]=2)=[CH:41][CH:40]=1)[C:2]1[CH:3]=[CH:4][CH:5]=[CH:6][CH:7]=1. The catalyst class is: 115.